Predict the reaction yield, written as a fraction of the theoretical maximum amount of product (1.0 means a 100% yield; for example, 0.34 means a 34% yield). From a dataset of Reaction yield outcomes from USPTO patents with 853,638 reactions. (1) The reactants are [Cl:1][C:2]1[CH:3]=[C:4]([CH:7]=[C:8]([O:10][CH3:11])[CH:9]=1)[CH2:5][OH:6].[Cr](Cl)([O-])(=O)=O.[NH+]1C=CC=CC=1. The yield is 0.780. The product is [Cl:1][C:2]1[CH:3]=[C:4]([CH:7]=[C:8]([O:10][CH3:11])[CH:9]=1)[CH:5]=[O:6]. The catalyst is C(OCC)C. (2) The reactants are [H-].[Na+].[CH:3]([C:6]1[CH:11]=[CH:10][C:9]([CH:12]2[C:16]3[C:17]([CH3:24])=[C:18]([OH:23])[C:19]([CH3:22])=[C:20]([CH3:21])[C:15]=3[O:14][C:13]2([CH3:26])[CH3:25])=[CH:8][CH:7]=1)([CH3:5])[CH3:4].[CH2:27](Br)[C:28]1[CH:33]=[CH:32][CH:31]=[CH:30][CH:29]=1.O. The catalyst is CN(C)C=O. The product is [CH2:27]([O:23][C:18]1[C:19]([CH3:22])=[C:20]([CH3:21])[C:15]2[O:14][C:13]([CH3:26])([CH3:25])[CH:12]([C:9]3[CH:10]=[CH:11][C:6]([CH:3]([CH3:5])[CH3:4])=[CH:7][CH:8]=3)[C:16]=2[C:17]=1[CH3:24])[C:28]1[CH:33]=[CH:32][CH:31]=[CH:30][CH:29]=1. The yield is 0.600. (3) The reactants are [OH-].[Na+].C([O:6][C:7]1[CH:12]=[CH:11][C:10]([C:13](=[CH:17][C:18]2[CH:23]=[CH:22][C:21]([F:24])=[C:20]([CH3:25])[CH:19]=2)[C:14]([OH:16])=[O:15])=[CH:9][CH:8]=1)(=O)C. The catalyst is O.CO. The product is [OH:6][C:7]1[CH:12]=[CH:11][C:10]([C:13](=[CH:17][C:18]2[CH:23]=[CH:22][C:21]([F:24])=[C:20]([CH3:25])[CH:19]=2)[C:14]([OH:16])=[O:15])=[CH:9][CH:8]=1. The yield is 0.320. (4) The reactants are Br[C:2]1[C:7](=[O:8])[N:6]([CH2:9][C:10]2[CH:15]=[CH:14][C:13]([C:16]3[C:17]([C:22]#[N:23])=[CH:18][CH:19]=[CH:20][CH:21]=3)=[CH:12][CH:11]=2)[C:5]([CH2:24][CH2:25][CH3:26])=[N:4][C:3]=1[CH2:27][CH3:28].[OH:29][CH2:30][C:31]([CH3:41])([CH3:40])[O:32][C:33]1[CH:38]=[CH:37][C:36]([OH:39])=[CH:35][CH:34]=1.[OH-].[K+].CS(C)=O. The yield is 0.580. The product is [CH2:27]([C:3]1[N:4]=[C:5]([CH2:24][CH2:25][CH3:26])[N:6]([CH2:9][C:10]2[CH:15]=[CH:14][C:13]([C:16]3[C:17]([C:22]#[N:23])=[CH:18][CH:19]=[CH:20][CH:21]=3)=[CH:12][CH:11]=2)[C:7](=[O:8])[C:2]=1[O:39][C:36]1[CH:35]=[CH:34][C:33]([O:32][C:31]([CH3:41])([CH3:40])[CH2:30][OH:29])=[CH:38][CH:37]=1)[CH3:28]. The catalyst is C(OCC)(=O)C.